This data is from Forward reaction prediction with 1.9M reactions from USPTO patents (1976-2016). The task is: Predict the product of the given reaction. (1) Given the reactants [CH2:1]([O:3][C:4](=[O:16])[CH2:5][N:6]1[C:14]2[C:9](=[CH:10][CH:11]=[C:12]([OH:15])[CH:13]=2)[CH:8]=[CH:7]1)[CH3:2].[CH3:17][C:18]1[C:23]([CH2:24]O)=[CH:22][CH:21]=[C:20]([C:26]2[CH:31]=[CH:30][CH:29]=[C:28]([C:32]([F:35])([F:34])[F:33])[CH:27]=2)[N:19]=1.C(P(CCCC)CCCC)CCC.CN(C)C(N=NC(N(C)C)=O)=O, predict the reaction product. The product is: [CH2:1]([O:3][C:4](=[O:16])[CH2:5][N:6]1[C:14]2[C:9](=[CH:10][CH:11]=[C:12]([O:15][CH2:24][C:23]3[C:18]([CH3:17])=[N:19][C:20]([C:26]4[CH:31]=[CH:30][CH:29]=[C:28]([C:32]([F:35])([F:33])[F:34])[CH:27]=4)=[CH:21][CH:22]=3)[CH:13]=2)[CH:8]=[CH:7]1)[CH3:2]. (2) Given the reactants S(=O)(=O)(O)[OH:2].[CH2:6]([CH:10]([OH:13])[C:11]#[N:12])[CH2:7][CH2:8][CH3:9].C#N, predict the reaction product. The product is: [OH:13][CH:10]([CH2:6][CH2:7][CH2:8][CH3:9])[C:11]([NH2:12])=[O:2].